This data is from Full USPTO retrosynthesis dataset with 1.9M reactions from patents (1976-2016). The task is: Predict the reactants needed to synthesize the given product. (1) The reactants are: Br[C:2]1[C:7]([O:8][S:9]([C:12]([F:15])([F:14])[F:13])(=[O:11])=[O:10])=[CH:6][CH:5]=[CH:4][N:3]=1.[Cl-].C([O-])(O)=O.[Na+].[CH2:22]1[CH2:26]OC[CH2:23]1. Given the product [CH:23]1([C:2]2[C:7]([O:8][S:9]([C:12]([F:15])([F:14])[F:13])(=[O:11])=[O:10])=[CH:6][CH:5]=[CH:4][N:3]=2)[CH2:22][CH2:26]1, predict the reactants needed to synthesize it. (2) Given the product [OH:21][CH2:20][CH2:19][C:16]1[CH:17]=[CH:18][C:13]([C:3]2[CH:2]=[N:1][CH:6]=[CH:5][CH:4]=2)=[CH:14][CH:15]=1, predict the reactants needed to synthesize it. The reactants are: [N:1]1[CH:6]=[CH:5][CH:4]=[C:3](B(CC)CC)[CH:2]=1.Br[C:13]1[CH:18]=[CH:17][C:16]([CH2:19][CH2:20][OH:21])=[CH:15][CH:14]=1.[OH-].[K+].O. (3) Given the product [Cl:1][C:2]1[C:3]([N:8]2[CH2:13][CH2:12][N:11]([C:16]3[NH:17][C:18]4[C:24]([C:25]5[CH:26]=[C:27]([F:33])[C:28]([F:32])=[C:29]([F:31])[CH:30]=5)=[CH:23][C:22]([C:34]([F:37])([F:35])[F:36])=[CH:21][C:19]=4[N:20]=3)[C@H:10]([CH3:14])[CH2:9]2)=[N:4][CH:5]=[CH:6][CH:7]=1, predict the reactants needed to synthesize it. The reactants are: [Cl:1][C:2]1[C:3]([N:8]2[CH2:13][CH2:12][NH:11][C@H:10]([CH3:14])[CH2:9]2)=[N:4][CH:5]=[CH:6][CH:7]=1.Cl[C:16]1[NH:20][C:19]2[CH:21]=[C:22]([C:34]([F:37])([F:36])[F:35])[CH:23]=[C:24]([C:25]3[CH:30]=[C:29]([F:31])[C:28]([F:32])=[C:27]([F:33])[CH:26]=3)[C:18]=2[N:17]=1. (4) Given the product [CH3:1][O:2][C:3]([C:5]1[CH:9]=[C:8]([CH:10]([OH:11])[CH2:12][C:13]([CH3:16])([CH3:15])[CH3:14])[S:7][CH:6]=1)=[O:4], predict the reactants needed to synthesize it. The reactants are: [CH3:1][O:2][C:3]([C:5]1[CH:9]=[C:8]([CH:10]=[O:11])[S:7][CH:6]=1)=[O:4].[CH2:12]([Mg]Cl)[C:13]([CH3:16])([CH3:15])[CH3:14].O. (5) Given the product [CH2:19]([N:23]([C:33]1[CH:38]=[CH:37][C:36]([C:39]([O:48][CH2:11][C:12]2[CH:17]=[CH:16][CH:15]=[CH:14][CH:13]=2)([C:44]([F:46])([F:47])[F:45])[C:40]([F:41])([F:42])[F:43])=[C:35]([O:49][CH3:50])[C:34]=1[O:51][CH3:52])[C:24](=[O:32])[C:25]1[CH:30]=[CH:29][CH:28]=[CH:27][C:26]=1[I:31])[CH2:20][CH2:21][CH3:22], predict the reactants needed to synthesize it. The reactants are: CC(C)=O.C(=O)([O-])[O-].[K+].[K+].[CH2:11](I)[C:12]1[CH:17]=[CH:16][CH:15]=[CH:14][CH:13]=1.[CH2:19]([N:23]([C:33]1[CH:38]=[CH:37][C:36]([C:39]([OH:48])([C:44]([F:47])([F:46])[F:45])[C:40]([F:43])([F:42])[F:41])=[C:35]([O:49][CH3:50])[C:34]=1[O:51][CH3:52])[C:24](=[O:32])[C:25]1[CH:30]=[CH:29][CH:28]=[CH:27][C:26]=1[I:31])[CH2:20][CH2:21][CH3:22]. (6) The reactants are: [C:1]1(=[O:6])[CH2:5][CH2:4][CH2:3][CH2:2]1.[Si]([C:11]([F:14])([F:13])[F:12])(C)(C)C. Given the product [F:12][C:11]([F:14])([F:13])[C:1]1([OH:6])[CH2:5][CH2:4][CH2:3][CH2:2]1, predict the reactants needed to synthesize it. (7) The reactants are: [NH:1]1[C:11]2[C:12]3[CH:3]([CH2:4][C:5](=[O:13])[NH:6][C:7]=3[CH:8]=[CH:9][CH:10]=2)[C:2]1=[O:14]. Given the product [NH:1]1[C:11]2[C:12]3[C:3](=[CH:4][C:5](=[O:13])[NH:6][C:7]=3[CH:8]=[CH:9][CH:10]=2)[C:2]1=[O:14], predict the reactants needed to synthesize it.